From a dataset of Full USPTO retrosynthesis dataset with 1.9M reactions from patents (1976-2016). Predict the reactants needed to synthesize the given product. (1) Given the product [OH:1][C:13]1[CH:14]=[C:15]2[C:20](=[CH:21][CH:22]=1)[O:19][CH2:18][CH2:17][C@@H:16]2[NH:23][C:24](=[O:30])[O:25][C:26]([CH3:29])([CH3:28])[CH3:27], predict the reactants needed to synthesize it. The reactants are: [OH-:1].[Na+].OO.CC1(C)C(C)(C)OB([C:13]2[CH:14]=[C:15]3[C:20](=[CH:21][CH:22]=2)[O:19][CH2:18][CH2:17][C@@H:16]3[NH:23][C:24](=[O:30])[O:25][C:26]([CH3:29])([CH3:28])[CH3:27])O1. (2) Given the product [N+:6]([C:9]1[CH:15]=[CH:14][C:12]([NH:13][S:2]([CH3:1])(=[O:4])=[O:3])=[CH:11][CH:10]=1)([O-:8])=[O:7], predict the reactants needed to synthesize it. The reactants are: [CH3:1][S:2](Cl)(=[O:4])=[O:3].[N+:6]([C:9]1[CH:15]=[CH:14][C:12]([NH2:13])=[CH:11][CH:10]=1)([O-:8])=[O:7].N1C=CC=CC=1.O. (3) Given the product [C:20]([NH2:23])(=[O:22])[CH3:21].[C:2]([C:3]1[N:7]([CH:12]2[CH2:13][CH2:14][N:9]([CH3:8])[CH2:10][CH2:11]2)[C:20]([CH3:21])=[N:5][CH:4]=1)(=[O:6])[CH3:1], predict the reactants needed to synthesize it. The reactants are: [CH3:1][C:2]1[O:6][N:5]=[CH:4][C:3]=1[NH2:7].[CH3:8][N:9]1[CH2:14][CH2:13][C:12](=O)[CH2:11][CH2:10]1.C([BH3-])#N.[Na+].[C:20]([NH2:23])(=[O:22])[CH3:21]. (4) Given the product [CH3:40][O:41][C:42]1[CH:47]=[CH:46][C:45]([CH2:48][S:49][C:6]2[C:5](=[O:21])[N:4]3[C:22]4([CH2:27][CH2:32][CH2:31][CH2:30][CH2:29]4)[NH:23][C:24](=[O:25])[C:3]3=[C:2]([CH3:34])[CH:7]=2)=[CH:44][CH:43]=1, predict the reactants needed to synthesize it. The reactants are: Cl[C:2]1[CH:7]=[C:6](NC2N=CN=C(NC(C3CC3)=O)C=2)[C:5](=[O:21])[N:4]2[C:22]([C:27]3[CH:32]=[CH:31][CH:30]=[C:29](F)C=3)(C)[NH:23][C:24](=[O:25])[C:3]=12.[C:34](=O)([O-])[O-].[Cs+].[Cs+].[CH3:40][O:41][C:42]1[CH:47]=[CH:46][C:45]([CH2:48][SH:49])=[CH:44][CH:43]=1. (5) Given the product [CH:5]1[CH:6]=[N:1][C:2]([N:7]2[CH2:12][CH2:11][N:10]([CH2:13][CH2:14][CH2:15][CH2:16][N:17]3[C:26](=[O:27])[CH:25]([OH:30])[C:20]4([CH2:24][CH2:23][CH2:22][CH2:21]4)[CH2:19][C:18]3=[O:28])[CH2:9][CH2:8]2)=[N:3][CH:4]=1, predict the reactants needed to synthesize it. The reactants are: [N:1]1[CH:6]=[CH:5][CH:4]=[N:3][C:2]=1[N:7]1[CH2:12][CH2:11][N:10]([CH2:13][CH2:14][CH2:15][CH2:16][N:17]2[C:26](=[O:27])[CH2:25][C:20]3([CH2:24][CH2:23][CH2:22][CH2:21]3)[CH2:19][C:18]2=[O:28])[CH2:9][CH2:8]1.P(OCC)(OCC)[O:30]CC.C[Si]([N-][Si](C)(C)C)(C)C.[Na+].C(OC)(C)(C)C.Cl. (6) Given the product [F:16][C:17]1[CH:18]=[C:19]([N+:24]([O-:26])=[O:25])[CH:20]=[CH:21][C:22]=1[N:12]1[CH2:13][CH2:14][S:9](=[O:15])(=[O:8])[CH2:10][CH2:11]1, predict the reactants needed to synthesize it. The reactants are: C([O-])([O-])=O.[K+].[K+].Cl.[O:8]=[S:9]1(=[O:15])[CH2:14][CH2:13][NH:12][CH2:11][CH2:10]1.[F:16][C:17]1[CH:18]=[C:19]([N+:24]([O-:26])=[O:25])[CH:20]=[CH:21][C:22]=1F.